From a dataset of Forward reaction prediction with 1.9M reactions from USPTO patents (1976-2016). Predict the product of the given reaction. (1) Given the reactants CO.[O:3]([C:10]1[CH:17]=[CH:16][C:13]([CH:14]=[O:15])=[CH:12][C:11]=1[C:18]([F:21])([F:20])[F:19])[C:4]1[CH:9]=[CH:8][CH:7]=[CH:6][CH:5]=1.[BH4-].[Na+], predict the reaction product. The product is: [O:3]([C:10]1[CH:17]=[CH:16][C:13]([CH2:14][OH:15])=[CH:12][C:11]=1[C:18]([F:19])([F:20])[F:21])[C:4]1[CH:9]=[CH:8][CH:7]=[CH:6][CH:5]=1. (2) Given the reactants [CH:1]1([C:4]2[CH:5]=[C:6]([C:10]3([C:18]#[N:19])[CH2:16][C@@H:15]4[NH:17][C@@H:12]([CH2:13][CH2:14]4)[CH2:11]3)[CH:7]=[N:8][CH:9]=2)[CH2:3][CH2:2]1.[I-].[Na+].C(=O)([O-])[O-].[K+].[K+].FC(F)(F)S(O[CH2:34][C:35]([F:38])([F:37])[F:36])(=O)=O, predict the reaction product. The product is: [CH:1]1([C:4]2[CH:5]=[C:6]([C:10]3([C:18]#[N:19])[CH2:16][C@@H:15]4[N:17]([CH2:34][C:35]([F:38])([F:37])[F:36])[C@@H:12]([CH2:13][CH2:14]4)[CH2:11]3)[CH:7]=[N:8][CH:9]=2)[CH2:2][CH2:3]1.